Dataset: Peptide-MHC class II binding affinity with 134,281 pairs from IEDB. Task: Regression. Given a peptide amino acid sequence and an MHC pseudo amino acid sequence, predict their binding affinity value. This is MHC class II binding data. (1) The peptide sequence is MWALGENMAPEKVDF. The MHC is DRB1_1101 with pseudo-sequence DRB1_1101. The binding affinity (normalized) is 0.0774. (2) The peptide sequence is KLNNQFGSMPALTIA. The MHC is DRB3_0101 with pseudo-sequence DRB3_0101. The binding affinity (normalized) is 0.460. (3) The binding affinity (normalized) is 0.218. The peptide sequence is MSIHGKGEWMTTEDM. The MHC is DRB1_0801 with pseudo-sequence DRB1_0801. (4) The peptide sequence is KAIKESTGGAYDTYK. The MHC is DRB1_0101 with pseudo-sequence DRB1_0101. The binding affinity (normalized) is 0.568. (5) The binding affinity (normalized) is 0.291. The MHC is DRB1_0801 with pseudo-sequence DRB1_0801. The peptide sequence is KASFEEGKCGLNSVD. (6) The peptide sequence is IPAKKIIDWKGAN. The binding affinity (normalized) is 0.0843. The MHC is HLA-DQA10101-DQB10501 with pseudo-sequence HLA-DQA10101-DQB10501. (7) The peptide sequence is SADEVQRMMAEIDTD. The MHC is DRB1_0101 with pseudo-sequence DRB1_0101. The binding affinity (normalized) is 0.374. (8) The peptide sequence is IEAAASAIQGNVTSI. The MHC is HLA-DQA10101-DQB10501 with pseudo-sequence HLA-DQA10101-DQB10501. The binding affinity (normalized) is 0.185. (9) The peptide sequence is LRPTFDTRLMRLEDEMKEGR. The MHC is DRB1_1501 with pseudo-sequence DRB1_1501. The binding affinity (normalized) is 0.0330.